This data is from Catalyst prediction with 721,799 reactions and 888 catalyst types from USPTO. The task is: Predict which catalyst facilitates the given reaction. Reactant: Cl[C:2]1[CH:7]=[C:6]([C:8]2[CH:13]=[CH:12][C:11]([N+:14]([O-:16])=[O:15])=[CH:10][C:9]=2[O:17][CH3:18])[CH:5]=[CH:4][N:3]=1.C([CH2:26][NH2:27])C1C=CC=CC=1.[CH3:28][C:29]([CH3:32])([O-])[CH3:30].[Na+].[C:34]1(P(C2C=CC=CC=2)CCCP(C2C=CC=CC=2)C2C=CC=CC=2)[CH:39]=CC=C[CH:35]=1.C([O-])(O)=O.[Na+]. Product: [CH2:28]([N:27]([CH3:26])[C:2]1[CH:7]=[C:6]([C:8]2[CH:13]=[CH:12][C:11]([N+:14]([O-:16])=[O:15])=[CH:10][C:9]=2[O:17][CH3:18])[CH:5]=[CH:4][N:3]=1)[C:29]1[CH:32]=[CH:39][CH:34]=[CH:35][CH:30]=1. The catalyst class is: 164.